Dataset: Reaction yield outcomes from USPTO patents with 853,638 reactions. Task: Predict the reaction yield, written as a fraction of the theoretical maximum amount of product (1.0 means a 100% yield; for example, 0.34 means a 34% yield). (1) The reactants are [OH:1][C:2]1[CH2:7][CH:6]([C:8]2[S:9][CH:10]=[CH:11][C:12]=2[C:13]2[CH:18]=[CH:17][CH:16]=[C:15]([O:19][CH3:20])[N:14]=2)[CH2:5][C:4](=[O:21])[CH:3]=1.[C:22](OC(=O)C)(=[O:24])[CH3:23].CCN(CC)CC. The catalyst is CN(C1C=CN=CC=1)C.C(Cl)Cl. The product is [C:22]([C:3]1[C:2](=[O:1])[CH2:7][CH:6]([C:8]2[S:9][CH:10]=[CH:11][C:12]=2[C:13]2[CH:18]=[CH:17][CH:16]=[C:15]([O:19][CH3:20])[N:14]=2)[CH2:5][C:4]=1[OH:21])(=[O:24])[CH3:23]. The yield is 0.310. (2) The reactants are C([O:8][CH2:9][CH:10]1[O:14][C:13](=[O:15])[CH:12]=[C:11]1[OH:16])C1C=CC=CC=1.[H][H]. The catalyst is C(O)C.[OH-].[OH-].[Pd+2]. The product is [OH:16][C:11]1[CH:10]([CH2:9][OH:8])[O:14][C:13](=[O:15])[CH:12]=1. The yield is 0.947. (3) The reactants are [Br:1][C:2]1[CH:7]=[CH:6][CH:5]=[C:4]([F:8])[C:3]=1[OH:9].C(=O)([O-])[O-].[K+].[K+].Br[C:17]([F:23])([F:22])[C:18]([F:21])([F:20])[Br:19].C(S)CCC.[OH-].[Na+]. The catalyst is CN(C)C=O. The product is [Br:1][C:2]1[CH:7]=[CH:6][CH:5]=[C:4]([F:8])[C:3]=1[O:9][C:17]([F:23])([F:22])[C:18]([Br:19])([F:21])[F:20]. The yield is 0.760. (4) The reactants are [CH3:1][O:2][C:3]1[CH:11]=[C:10]2[C:6]([C:7]([C:17]([OH:19])=O)=[C:8]([C:13]([F:16])([F:15])[F:14])[N:9]2[CH3:12])=[CH:5][CH:4]=1.C(Cl)(=O)C(Cl)=O.[CH3:26][NH2:27]. No catalyst specified. The product is [CH3:26][NH:27][C:17]([C:7]1[C:6]2[C:10](=[CH:11][C:3]([O:2][CH3:1])=[CH:4][CH:5]=2)[N:9]([CH3:12])[C:8]=1[C:13]([F:16])([F:15])[F:14])=[O:19]. The yield is 0.980. (5) The reactants are [F:1][C:2]1[CH:7]=[CH:6][N:5]=[C:4](NC)[CH:3]=1.[CH2:10]([N:12](CC)CC)C.C(Cl)CCl.C1C=CC2N(O)N=NC=2C=1. The catalyst is C1COCC1. The product is [F:1][C:2]1[CH:7]=[CH:6][N:5]=[C:4]([CH2:10][NH2:12])[CH:3]=1. The yield is 0.320. (6) The reactants are [Br:1][C:2]1[CH:11]=[CH:10][C:9]2[N:8]([C:12]([CH:14]3[CH2:16][CH2:15]3)=[O:13])[C@@H:7]([CH3:17])[CH2:6][CH2:5][C:4]=2[C:3]=1[OH:18].Br[CH:20]1[CH2:23][CH2:22][CH2:21]1.C(=O)([O-])[O-].[Cs+].[Cs+]. The catalyst is C(#N)C. The product is [Br:1][C:2]1[C:3]([O:18][CH:20]2[CH2:23][CH2:22][CH2:21]2)=[C:4]2[C:9](=[CH:10][CH:11]=1)[N:8]([C:12]([CH:14]1[CH2:16][CH2:15]1)=[O:13])[C@@H:7]([CH3:17])[CH2:6][CH2:5]2. The yield is 0.850. (7) The reactants are [CH2:1]([N:8]([CH2:30][C@H:31]1[CH2:35][O:34]C(C)(C)[O:32]1)[CH2:9][C:10]1[C:14]2[N:15]=[CH:16][N:17]=[C:18]([O:19]C)[C:13]=2[N:12](COCC2C=CC=CC=2)[CH:11]=1)[C:2]1[CH:7]=[CH:6][CH:5]=[CH:4][CH:3]=1.C(Cl)Cl. The catalyst is Cl.CO. The product is [CH2:1]([N:8]([CH2:9][C:10]1[C:14]2[N:15]=[CH:16][N:17]=[C:18]([OH:19])[C:13]=2[NH:12][CH:11]=1)[CH2:30][C@H:31]([OH:32])[CH2:35][OH:34])[C:2]1[CH:7]=[CH:6][CH:5]=[CH:4][CH:3]=1. The yield is 0.594. (8) The reactants are [C:1]([O:5][CH:6]([C:11]1[N:15]([CH3:16])[N:14]=[C:13]([C:17]2[CH:22]=[CH:21][CH:20]=[CH:19][N:18]=2)[C:12]=1[C:23]1[CH:24]=[CH:25][C:26]2[O:31][CH2:30][CH2:29][CH2:28][C:27]=2[CH:32]=1)[C:7]([O:9]C)=[O:8])([CH3:4])([CH3:3])[CH3:2].[OH-].[K+]. The catalyst is C(O)C.O. The product is [C:1]([O:5][CH:6]([C:11]1[N:15]([CH3:16])[N:14]=[C:13]([C:17]2[CH:22]=[CH:21][CH:20]=[CH:19][N:18]=2)[C:12]=1[C:23]1[CH:24]=[CH:25][C:26]2[O:31][CH2:30][CH2:29][CH2:28][C:27]=2[CH:32]=1)[C:7]([OH:9])=[O:8])([CH3:4])([CH3:2])[CH3:3]. The yield is 0.570. (9) The reactants are Cl.[I:2][C:3]1[C:11]2[C:6](=[N:7][CH:8]=[N:9][C:10]=2[NH2:12])[N:5]([CH:13]2[CH2:17][CH2:16][NH:15][CH2:14]2)[N:4]=1.[CH3:18][N:19]([CH3:24])[CH2:20][C:21](O)=[O:22].ON1C2N=CC=CC=2N=N1.Cl.CN(C)CCCN=C=NCC.C(N(C(C)C)CC)(C)C. The catalyst is ClCCl.O. The product is [NH2:12][C:10]1[N:9]=[CH:8][N:7]=[C:6]2[N:5]([CH:13]3[CH2:17][CH2:16][N:15]([C:21](=[O:22])[CH2:20][N:19]([CH3:24])[CH3:18])[CH2:14]3)[N:4]=[C:3]([I:2])[C:11]=12. The yield is 0.670. (10) The reactants are [C:1]1([C:7]2[N:8]=[C:9]([CH2:12][CH2:13][CH2:14][OH:15])[S:10][CH:11]=2)[CH:6]=[CH:5][CH:4]=[CH:3][CH:2]=1.[CH3:16][S:17](Cl)(=[O:19])=[O:18]. The catalyst is N1C=CC=CC=1. The product is [CH3:16][S:17]([O:15][CH2:14][CH2:13][CH2:12][C:9]1[S:10][CH:11]=[C:7]([C:1]2[CH:2]=[CH:3][CH:4]=[CH:5][CH:6]=2)[N:8]=1)(=[O:19])=[O:18]. The yield is 0.740.